From a dataset of Reaction yield outcomes from USPTO patents with 853,638 reactions. Predict the reaction yield, written as a fraction of the theoretical maximum amount of product (1.0 means a 100% yield; for example, 0.34 means a 34% yield). The reactants are C([N:3]([CH2:6]C)CC)C.C1(P(N=[N+]=[N-])(C2C=CC=CC=2)=[O:15])C=CC=CC=1.[C:25]([OH:29])([CH3:28])([CH3:27])[CH3:26].C([C:33]1[N:34]=[CH:35][C:36]([C:39]2[N:43]([C:44]3[CH:45]=[N:46][C:47]([O:50][CH3:51])=[CH:48][CH:49]=3)[N:42]=[C:41]([C:52]([O:54][CH2:55][CH3:56])=[O:53])[CH:40]=2)=[N:37][CH:38]=1)(O)=O. The catalyst is O1CCOCC1. The product is [C:25]([O:29][C:6]([NH:3][C:33]1[N:34]=[CH:35][C:36]([C:39]2[N:43]([C:44]3[CH:45]=[N:46][C:47]([O:50][CH3:51])=[CH:48][CH:49]=3)[N:42]=[C:41]([C:52]([O:54][CH2:55][CH3:56])=[O:53])[CH:40]=2)=[N:37][CH:38]=1)=[O:15])([CH3:28])([CH3:27])[CH3:26]. The yield is 0.390.